From a dataset of Forward reaction prediction with 1.9M reactions from USPTO patents (1976-2016). Predict the product of the given reaction. Given the reactants [C:1]1(=[O:11])[O:6][C:4](=O)[C:3]2=[CH:7][CH:8]=[CH:9][CH:10]=[C:2]12.Cl.[NH2:13][C:14]1[C:15]([O:22][CH3:23])=[N:16][C:17]([O:20][CH3:21])=[CH:18][CH:19]=1.C([O-])(=O)C.[Na+], predict the reaction product. The product is: [O:11]=[C:1]1[C:2]2[C:3](=[CH:7][CH:8]=[CH:9][CH:10]=2)[C:4](=[O:6])[N:13]1[C:14]1[C:15]([O:22][CH3:23])=[N:16][C:17]([O:20][CH3:21])=[CH:18][CH:19]=1.